Dataset: Forward reaction prediction with 1.9M reactions from USPTO patents (1976-2016). Task: Predict the product of the given reaction. (1) The product is: [O:26]=[C:22]1[CH2:21][C:20]2[C:24](=[CH:25][C:17]([C:15]([C:14]3[CH:13]=[C:12]([NH:11][C:8]([C:3]4[CH:4]=[N:5][N:6]([CH3:7])[C:2]=4[Cl:1])=[O:9])[CH:29]=[CH:28][CH:27]=3)=[O:16])=[CH:18][CH:19]=2)[NH:23]1. Given the reactants [Cl:1][C:2]1[N:6]([CH3:7])[N:5]=[CH:4][C:3]=1[C:8](Cl)=[O:9].[NH2:11][C:12]1[CH:13]=[C:14]([CH:27]=[CH:28][CH:29]=1)[C:15]([C:17]1[CH:25]=[C:24]2[C:20]([CH2:21][C:22](=[O:26])[NH:23]2)=[CH:19][CH:18]=1)=[O:16], predict the reaction product. (2) The product is: [C:22]([O:21][C:19]([NH:18][CH2:17][C@H:14]1[CH2:15][CH2:16][C@H:11]([C:9]([NH:8][C@@H:7]([CH2:6][C:5]2[CH:29]=[CH:30][C:2]([C:41]3[CH:40]=[C:35]([C:36]([O:38][CH3:39])=[O:37])[CH:34]=[CH:33][C:32]=3[CH3:31])=[CH:3][CH:4]=2)[C:26]([OH:28])=[O:27])=[O:10])[CH2:12][CH2:13]1)=[O:20])([CH3:25])([CH3:24])[CH3:23]. Given the reactants Br[C:2]1[CH:30]=[CH:29][C:5]([CH2:6][C@@H:7]([C:26]([OH:28])=[O:27])[NH:8][C:9]([C@H:11]2[CH2:16][CH2:15][C@H:14]([CH2:17][NH:18][C:19]([O:21][C:22]([CH3:25])([CH3:24])[CH3:23])=[O:20])[CH2:13][CH2:12]2)=[O:10])=[CH:4][CH:3]=1.[CH3:31][C:32]1[CH:41]=[CH:40][C:35]([C:36]([O:38][CH3:39])=[O:37])=[CH:34][C:33]=1B1OC(C)(C)C(C)(C)O1.C(=O)([O-])[O-].[Na+].[Na+], predict the reaction product. (3) Given the reactants C(=O)([O-])[O-].[K+].[K+].CO[C:9](=[O:18])[C:10]1[CH:15]=[C:14]([Br:16])[CH:13]=[N:12][C:11]=1Cl.[C:19]([O:23][CH3:24])(=[O:22])[CH2:20][SH:21].Cl, predict the reaction product. The product is: [CH3:24][O:23][C:19]([C:20]1[S:21][C:11]2=[N:12][CH:13]=[C:14]([Br:16])[CH:15]=[C:10]2[C:9]=1[OH:18])=[O:22]. (4) Given the reactants [CH:1]1([NH:4][C:5]([NH:7][C:8]2[CH:13]=[CH:12][C:11]([O:14][C:15]3[CH:20]=[CH:19][N:18]=[C:17]4[CH:21]=[C:22]([C:24]5[CH:29]=[CH:28][C:27]([CH2:30][N:31]6[CH2:36][CH2:35][NH:34][CH2:33][CH2:32]6)=[CH:26][N:25]=5)[S:23][C:16]=34)=[C:10]([F:37])[CH:9]=2)=[O:6])[CH2:3][CH2:2]1.[C:38]([O:41][CH2:42][C:43](O)=[O:44])(=[O:40])[CH3:39].C1C=C2N=NN(O)C2=CC=1.O.CCN=C=NCCCN(C)C.Cl, predict the reaction product. The product is: [C:38]([O:41][CH2:42][C:43]([N:34]1[CH2:33][CH2:32][N:31]([CH2:30][C:27]2[CH:26]=[N:25][C:24]([C:22]3[S:23][C:16]4[C:17](=[N:18][CH:19]=[CH:20][C:15]=4[O:14][C:11]4[CH:12]=[CH:13][C:8]([NH:7][C:5]([NH:4][CH:1]5[CH2:3][CH2:2]5)=[O:6])=[CH:9][C:10]=4[F:37])[CH:21]=3)=[CH:29][CH:28]=2)[CH2:36][CH2:35]1)=[O:44])(=[O:40])[CH3:39]. (5) The product is: [Cl:35][C:30]1[CH:31]=[CH:3][CH:4]=[CH:5][C:6]=1[N:7]([CH:11]([CH3:12])[CH3:10])[C:18]([C:10]1[N:9]=[N:8][N:7]([CH2:6][C:5]2[CH:21]=[C:22]([C:24]([F:26])([F:25])[F:27])[CH:23]=[C:3]([C:2]([F:28])([F:1])[F:29])[CH:4]=2)[C:11]=1[C:12]1[CH:17]=[CH:16][CH:15]=[CH:14][CH:13]=1)=[O:19]. Given the reactants [F:1][C:2]([F:29])([F:28])[C:3]1[CH:4]=[C:5]([CH:21]=[C:22]([C:24]([F:27])([F:26])[F:25])[CH:23]=1)[CH2:6][N:7]1[C:11]([C:12]2[CH:17]=[CH:16][CH:15]=[CH:14][CH:13]=2)=[C:10]([C:18](O)=[O:19])[N:9]=[N:8]1.[C:30]([Cl:35])(=O)[C:31](Cl)=O, predict the reaction product. (6) Given the reactants [CH:1]([C:3]1[CH:13]=[C:12]([O:14][CH3:15])[C:6]([O:7][CH2:8][C:9]([NH2:11])=[O:10])=[C:5]([O:16][CH3:17])[CH:4]=1)=O.C([O-])([O-])=O.[Na+].[Na+].[ClH:24].CO.C(O[CH:30](OCC)[CH2:31][NH:32][CH2:33][C:34]1[CH:39]=[CH:38][CH:37]=[C:36]([O:40][CH2:41][CH3:42])[C:35]=1[OH:43])C, predict the reaction product. The product is: [ClH:24].[CH2:41]([O:40][C:36]1[C:35]([OH:43])=[C:34]2[C:39]([C:30]([CH2:1][C:3]3[CH:13]=[C:12]([O:14][CH3:15])[C:6]([O:7][CH2:8][C:9]([NH2:11])=[O:10])=[C:5]([O:16][CH3:17])[CH:4]=3)=[CH:31][N:32]=[CH:33]2)=[CH:38][CH:37]=1)[CH3:42]. (7) Given the reactants [C:1]([C:3]1[CH:8]=[CH:7][C:6]([CH:9]2[CH2:14][CH2:13][N:12]([C:15]([C:17]3[CH:18]=[CH:19][C:20]([CH3:33])=[C:21]([NH:23][S:24]([CH:27]4[CH2:32][CH2:31][NH:30][CH2:29][CH2:28]4)(=[O:26])=[O:25])[CH:22]=3)=[O:16])[CH2:11][CH2:10]2)=[CH:5][CH:4]=1)#[N:2].[CH2:34]=O, predict the reaction product. The product is: [C:1]([C:3]1[CH:4]=[CH:5][C:6]([CH:9]2[CH2:14][CH2:13][N:12]([C:15]([C:17]3[CH:18]=[CH:19][C:20]([CH3:33])=[C:21]([NH:23][S:24]([CH:27]4[CH2:28][CH2:29][N:30]([CH3:34])[CH2:31][CH2:32]4)(=[O:26])=[O:25])[CH:22]=3)=[O:16])[CH2:11][CH2:10]2)=[CH:7][CH:8]=1)#[N:2]. (8) Given the reactants [Cl:1][C:2]1[CH:7]=[CH:6][C:5]([CH:8]([C:26]2[CH:31]=[CH:30][C:29]([Cl:32])=[CH:28][CH:27]=2)[C:9]2[CH:10]=[C:11]3[C:16](=[CH:17][CH:18]=2)[N:15]=[N:14][CH:13]=[C:12]3[NH:19][CH:20]2[CH2:25][CH2:24][NH:23][CH2:22][CH2:21]2)=[CH:4][CH:3]=1.O=[CH:34][CH2:35][C:36]1[CH:45]=[CH:44][C:39]([C:40]([O:42][CH3:43])=[O:41])=[CH:38][CH:37]=1.CC(O)=O.[BH3-]C#N.[Na+], predict the reaction product. The product is: [Cl:1][C:2]1[CH:7]=[CH:6][C:5]([CH:8]([C:26]2[CH:27]=[CH:28][C:29]([Cl:32])=[CH:30][CH:31]=2)[C:9]2[CH:10]=[C:11]3[C:16](=[CH:17][CH:18]=2)[N:15]=[N:14][CH:13]=[C:12]3[NH:19][CH:20]2[CH2:21][CH2:22][N:23]([CH2:34][CH2:35][C:36]3[CH:45]=[CH:44][C:39]([C:40]([O:42][CH3:43])=[O:41])=[CH:38][CH:37]=3)[CH2:24][CH2:25]2)=[CH:4][CH:3]=1.